Dataset: Forward reaction prediction with 1.9M reactions from USPTO patents (1976-2016). Task: Predict the product of the given reaction. (1) Given the reactants FC(F)(F)S(OS(C(F)(F)F)(=O)=O)(=O)=O.[C:16](#[N:23])[C:17]1[CH:22]=[CH:21][CH:20]=[CH:19][CH:18]=1.[Br:24][CH2:25][C:26]([C:28]1[CH:33]=[CH:32][CH:31]=[CH:30][CH:29]=1)=O, predict the reaction product. The product is: [Br:24][C:25]1[C:16]([C:17]2[CH:22]=[CH:21][CH:20]=[CH:19][CH:18]=2)=[N:23][C:16]([C:17]2[CH:22]=[CH:21][CH:20]=[CH:19][CH:18]=2)=[N:23][C:26]=1[C:28]1[CH:33]=[CH:32][CH:31]=[CH:30][CH:29]=1. (2) The product is: [CH:20]([O:13][C:12](=[O:14])[C@H:3]([CH2:4][C:5]1[CH:6]=[CH:7][C:8]([OH:11])=[CH:9][CH:10]=1)[NH2:2])([CH3:21])[CH3:19]. Given the reactants Cl.[NH2:2][C@H:3]([C:12]([OH:14])=[O:13])[CH2:4][C:5]1[CH:10]=[CH:9][C:8]([OH:11])=[CH:7][CH:6]=1.CC(N[CH2:19][CH2:20][C:21]1C2C=C(OC)C=CC=2NC=1)=O.C(O)C, predict the reaction product. (3) Given the reactants [CH3:1][C:2]1[CH:7]=[C:6]([CH3:8])[CH:5]=[CH:4][C:3]=1[CH:9]([C:11]1[CH:16]=[CH:15][CH:14]=[CH:13][CH:12]=1)[NH2:10].[CH3:17][O:18][C:19]1[CH:24]=[CH:23][C:22]([CH2:25][C:26](O)=[O:27])=[CH:21][C:20]=1[CH3:29], predict the reaction product. The product is: [CH3:1][C:2]1[CH:7]=[C:6]([CH3:8])[CH:5]=[CH:4][C:3]=1[CH:9]([C:11]1[CH:16]=[CH:15][CH:14]=[CH:13][CH:12]=1)[NH:10][C:26](=[O:27])[CH2:25][C:22]1[CH:23]=[CH:24][C:19]([O:18][CH3:17])=[C:20]([CH3:29])[CH:21]=1.